From a dataset of Forward reaction prediction with 1.9M reactions from USPTO patents (1976-2016). Predict the product of the given reaction. (1) Given the reactants Cl[C:2]1[C:7]([C:8]([F:11])([F:10])[F:9])=[CH:6][N:5]=[C:4]([NH:12][C:13]2[CH:27]=[CH:26][C:16]([CH2:17][P:18](=[O:25])([O:22][CH2:23][CH3:24])[O:19][CH2:20][CH3:21])=[CH:15][CH:14]=2)[N:3]=1.[NH2:28][C:29]1[CH:30]=[CH:31][C:32]([O:40][CH:41]([CH3:43])[CH3:42])=[C:33]2[C:37]=1[C:36](=[O:38])[N:35]([CH3:39])[CH2:34]2, predict the reaction product. The product is: [CH3:39][N:35]1[C:36](=[O:38])[C:37]2[C:33](=[C:32]([O:40][CH:41]([CH3:43])[CH3:42])[CH:31]=[CH:30][C:29]=2[NH:28][C:2]2[C:7]([C:8]([F:11])([F:9])[F:10])=[CH:6][N:5]=[C:4]([NH:12][C:13]3[CH:14]=[CH:15][C:16]([CH2:17][P:18](=[O:25])([O:19][CH2:20][CH3:21])[O:22][CH2:23][CH3:24])=[CH:26][CH:27]=3)[N:3]=2)[CH2:34]1. (2) The product is: [NH2:8][C:5]1[CH:6]=[CH:7][C:2]([Br:1])=[CH:3][C:4]=1[OH:11]. Given the reactants [Br:1][C:2]1[CH:3]=[C:4]([OH:11])[C:5]([N+:8]([O-])=O)=[CH:6][CH:7]=1.S(S([O-])=O)([O-])=O.[Na+].[Na+].Cl, predict the reaction product.